From a dataset of Reaction yield outcomes from USPTO patents with 853,638 reactions. Predict the reaction yield, written as a fraction of the theoretical maximum amount of product (1.0 means a 100% yield; for example, 0.34 means a 34% yield). (1) The reactants are [F:1][C:2]1[CH:8]=[CH:7][C:6]([F:9])=[CH:5][C:3]=1[NH2:4].Cl.[N:11]([O-])=O.[Na+].C([O-])(=O)C.[K+].[C:20]([CH2:23][C:24](=[O:26])[CH3:25])(=[O:22])[CH3:21]. The product is [F:1][C:2]1[CH:8]=[CH:7][C:6]([F:9])=[CH:5][C:3]=1[NH:4][N:11]=[C:23]([C:24](=[O:26])[CH3:25])[C:20](=[O:22])[CH3:21]. The yield is 0.670. The catalyst is O.CC(O)=O. (2) The catalyst is C(Cl)Cl.CN(C1C=CN=CC=1)C. The product is [F:1][C:2]1[CH:9]=[C:8]([F:10])[CH:7]=[CH:6][C:3]=1[CH2:4][NH:5][C:11](=[O:18])[CH2:12][CH2:13][CH2:14][CH2:15][CH2:16][CH3:17]. The yield is 0.820. The reactants are [F:1][C:2]1[CH:9]=[C:8]([F:10])[CH:7]=[CH:6][C:3]=1[CH2:4][NH2:5].[C:11](O)(=[O:18])[CH2:12][CH2:13][CH2:14][CH2:15][CH2:16][CH3:17].Cl.C(N=C=NCCCN(C)C)C. (3) The reactants are FC(F)(F)S(O[C:7]1[CH:8]=[C:9]2[C:14](=[CH:15][CH:16]=1)[C:13]([C:17]([O:19][CH2:20][CH3:21])=[O:18])=[CH:12][CH:11]=[CH:10]2)(=O)=O.C([O-])([O-])=O.[Na+].[Na+].[OH:30][C:31]1[CH:36]=[CH:35][C:34](B(O)O)=[CH:33][CH:32]=1. The catalyst is COCCOC.O.CCOC(C)=O.C1C=CC([P]([Pd]([P](C2C=CC=CC=2)(C2C=CC=CC=2)C2C=CC=CC=2)([P](C2C=CC=CC=2)(C2C=CC=CC=2)C2C=CC=CC=2)[P](C2C=CC=CC=2)(C2C=CC=CC=2)C2C=CC=CC=2)(C2C=CC=CC=2)C2C=CC=CC=2)=CC=1. The product is [OH:30][C:31]1[CH:36]=[CH:35][C:34]([C:7]2[CH:8]=[C:9]3[C:14](=[CH:15][CH:16]=2)[C:13]([C:17]([O:19][CH2:20][CH3:21])=[O:18])=[CH:12][CH:11]=[CH:10]3)=[CH:33][CH:32]=1. The yield is 0.920. (4) The reactants are [CH3:1][O:2][C:3]1[CH:4]=[C:5]2[C:10](=[CH:11][C:12]=1[O:13][CH3:14])[N:9]=[CH:8][N:7]=[C:6]2[O:15][C:16]1[CH:22]=[CH:21][C:19]([NH2:20])=[C:18]([O:23][CH3:24])[CH:17]=1.C(N(CC)CC)C.ClC(Cl)(O[C:36](=[O:42])OC(Cl)(Cl)Cl)Cl.[CH2:44]([N:48]([CH2:52][CH2:53][CH2:54][CH3:55])[CH2:49][CH2:50][NH2:51])[CH2:45][CH2:46][CH3:47]. The catalyst is C(Cl)(Cl)Cl.O. The product is [CH2:44]([N:48]([CH2:52][CH2:53][CH2:54][CH3:55])[CH2:49][CH2:50][NH:51][C:36]([NH:20][C:19]1[CH:21]=[CH:22][C:16]([O:15][C:6]2[C:5]3[C:10](=[CH:11][C:12]([O:13][CH3:14])=[C:3]([O:2][CH3:1])[CH:4]=3)[N:9]=[CH:8][N:7]=2)=[CH:17][C:18]=1[O:23][CH3:24])=[O:42])[CH2:45][CH2:46][CH3:47]. The yield is 0.490. (5) The reactants are [F:1][C:2]([F:14])([F:13])[C:3]1[CH:12]=[CH:11][C:6]([CH2:7][N:8]=[C:9]=[O:10])=[CH:5][CH:4]=1.[CH3:15][C:16]1[O:17][C:18]2[C:24]([NH2:25])=[CH:23][CH:22]=[CH:21][C:19]=2[N:20]=1. No catalyst specified. The product is [CH3:15][C:16]1[O:17][C:18]2[C:24]([NH:25][C:9]([NH:8][CH2:7][C:6]3[CH:11]=[CH:12][C:3]([C:2]([F:13])([F:14])[F:1])=[CH:4][CH:5]=3)=[O:10])=[CH:23][CH:22]=[CH:21][C:19]=2[N:20]=1. The yield is 0.440. (6) The reactants are [O-]P([O-])([O-])=O.[K+].[K+].[K+].[CH3:9][NH:10][CH2:11][C:12]1[CH:17]=[CH:16][CH:15]=[CH:14][CH:13]=1.I[C:19]1[CH:24]=[CH:23][CH:22]=[CH:21][CH:20]=1.C(O)CO. The catalyst is [Cu]I.CCCCCC.C(OCC)(=O)C.C(O)CCC. The product is [CH3:9][N:10]([CH2:11][C:12]1[CH:17]=[CH:16][CH:15]=[CH:14][CH:13]=1)[C:19]1[CH:24]=[CH:23][CH:22]=[CH:21][CH:20]=1. The yield is 0.740.